Dataset: Catalyst prediction with 721,799 reactions and 888 catalyst types from USPTO. Task: Predict which catalyst facilitates the given reaction. (1) Reactant: Cl[C:2]1[C:3]2[C:4](=[CH:17][N:18](CC3C=CC(OC)=CC=3)[N:19]=2)[N:5]=[C:6]([C:8]2[S:9][C:10]3[CH:16]=[CH:15][CH:14]=[CH:13][C:11]=3[N:12]=2)[N:7]=1.[CH3:29][N:30]1[CH2:35][CH2:34][N:33]([C:36]2[CH:42]=[CH:41][C:39]([NH2:40])=[CH:38][CH:37]=2)[CH2:32][CH2:31]1.Cl. Product: [S:9]1[C:10]2[CH:16]=[CH:15][CH:14]=[CH:13][C:11]=2[N:12]=[C:8]1[C:6]1[N:7]=[C:2]([NH:40][C:39]2[CH:38]=[CH:37][C:36]([N:33]3[CH2:32][CH2:31][N:30]([CH3:29])[CH2:35][CH2:34]3)=[CH:42][CH:41]=2)[C:3]2[NH:19][N:18]=[CH:17][C:4]=2[N:5]=1. The catalyst class is: 71. (2) Reactant: [NH2:1][CH2:2][CH2:3][C:4]1[N:8]([C@@H:9]2[CH2:18][C:17]3[C:12](=[C:13]([F:20])[CH:14]=[C:15]([F:19])[CH:16]=3)[O:11][CH2:10]2)[C:7](=[S:21])[NH:6][CH:5]=1.O=[CH:23][C@@H:24]([C@H:26]([C@@H:28]([C@@H:30]([C:32]([OH:34])=[O:33])[OH:31])[OH:29])[OH:27])[OH:25]. Product: [F:19][C:15]1[CH:16]=[C:17]2[C:12](=[C:13]([F:20])[CH:14]=1)[O:11][CH2:10][C@H:9]([N:8]1[C:4]([CH2:3][CH2:2][NH:1][CH2:23][C:24]3([OH:25])[O:31][CH:30]([C:32]([OH:34])=[O:33])[CH:28]([OH:29])[CH:26]3[OH:27])=[CH:5][NH:6][C:7]1=[S:21])[CH2:18]2. The catalyst class is: 5. (3) Reactant: Br[CH2:2][C:3]1[C:11]2[C:10](=[O:12])[N:9]([CH2:13][CH2:14][C:15]([O:17][CH2:18][CH3:19])=[O:16])[C:8](=[O:20])[N:7]([CH3:21])[C:6]=2[S:5][C:4]=1[C:22]1[CH:27]=[CH:26][CH:25]=[C:24]([O:28][C:29]([F:32])([F:31])[F:30])[CH:23]=1.[Cl:33][C:34]1[CH:39]=[CH:38][C:37](B(O)O)=[CH:36][CH:35]=1.C([O-])([O-])=O.[Cs+].[Cs+]. Product: [Cl:33][C:34]1[CH:39]=[CH:38][C:37]([CH2:2][C:3]2[C:11]3[C:10](=[O:12])[N:9]([CH2:13][CH2:14][C:15]([O:17][CH2:18][CH3:19])=[O:16])[C:8](=[O:20])[N:7]([CH3:21])[C:6]=3[S:5][C:4]=2[C:22]2[CH:27]=[CH:26][CH:25]=[C:24]([O:28][C:29]([F:32])([F:31])[F:30])[CH:23]=2)=[CH:36][CH:35]=1. The catalyst class is: 11. (4) Reactant: [CH3:1][C:2]([S:5](Cl)=[O:6])([CH3:4])[CH3:3].[Cl:8][C:9]1[CH:16]=[CH:15][C:12]([CH2:13][NH2:14])=[CH:11][C:10]=1[NH:17][C:18]1[N:22]([CH3:23])[C:21]2[CH:24]=[C:25]([N:29]3[CH2:34][CH2:33][CH:32]([C:35]([F:38])([F:37])[F:36])[CH2:31][CH2:30]3)[C:26]([Cl:28])=[CH:27][C:20]=2[N:19]=1.O. Product: [Cl:8][C:9]1[CH:16]=[CH:15][C:12]([CH2:13][NH:14][S:5]([C:2]([CH3:4])([CH3:3])[CH3:1])=[O:6])=[CH:11][C:10]=1[NH:17][C:18]1[N:22]([CH3:23])[C:21]2[CH:24]=[C:25]([N:29]3[CH2:30][CH2:31][CH:32]([C:35]([F:37])([F:36])[F:38])[CH2:33][CH2:34]3)[C:26]([Cl:28])=[CH:27][C:20]=2[N:19]=1. The catalyst class is: 2. (5) The catalyst class is: 9. Product: [C:1]1([C:7]2[CH:8]=[CH:9][C:10]3[N:11]([C:26]4[CH:33]=[CH:32][CH:31]=[C:28]([C:29]5[N:34]=[N:35][NH:36][N:30]=5)[CH:27]=4)[C:12]4[C:17]([C:18]=3[CH:19]=2)=[CH:16][C:15]([C:20]2[CH:25]=[CH:24][CH:23]=[CH:22][CH:21]=2)=[CH:14][CH:13]=4)[CH:2]=[CH:3][CH:4]=[CH:5][CH:6]=1. Reactant: [C:1]1([C:7]2[CH:8]=[CH:9][C:10]3[N:11]([C:26]4[CH:27]=[C:28]([CH:31]=[CH:32][CH:33]=4)[C:29]#[N:30])[C:12]4[C:17]([C:18]=3[CH:19]=2)=[CH:16][C:15]([C:20]2[CH:25]=[CH:24][CH:23]=[CH:22][CH:21]=2)=[CH:14][CH:13]=4)[CH:6]=[CH:5][CH:4]=[CH:3][CH:2]=1.[N-:34]=[N+:35]=[N-:36].[Na+].[Cl-].[NH4+].Cl. (6) Reactant: ClC1C=CC=C(C(OO)=[O:9])C=1.[CH:12]1([C:15]2[CH:16]=[CH:17][C:18]([C:21]([O:23][CH2:24][CH3:25])=[O:22])=[N:19][CH:20]=2)[CH2:14][CH2:13]1.C(=O)(O)[O-].[Na+].S([O-])([O-])(=O)=S.[Na+].[Na+]. Product: [CH:12]1([C:15]2[CH:20]=[N+:19]([O-:9])[C:18]([C:21]([O:23][CH2:24][CH3:25])=[O:22])=[CH:17][CH:16]=2)[CH2:13][CH2:14]1. The catalyst class is: 22. (7) Reactant: [Br:1][C:2]1[CH:16]=[C:15](/[CH:17]=[CH:18]/[CH:19]([C:24]2[CH:29]=[C:28]([Cl:30])[C:27]([Cl:31])=[C:26]([Cl:32])[CH:25]=2)[C:20]([F:23])([F:22])[F:21])[CH:14]=[CH:13][C:3]=1[C:4]([NH:6][C:7]([CH3:12])([CH3:11])[C:8]([OH:10])=[O:9])=O.CCN=C=NCCCN(C)C.Cl. Product: [Br:1][C:2]1[CH:16]=[C:15](/[CH:17]=[CH:18]/[CH:19]([C:24]2[CH:25]=[C:26]([Cl:32])[C:27]([Cl:31])=[C:28]([Cl:30])[CH:29]=2)[C:20]([F:23])([F:21])[F:22])[CH:14]=[CH:13][C:3]=1[C:4]1[O:9][C:8](=[O:10])[C:7]([CH3:12])([CH3:11])[N:6]=1. The catalyst class is: 2.